Task: Regression/Classification. Given a drug SMILES string, predict its toxicity properties. Task type varies by dataset: regression for continuous values (e.g., LD50, hERG inhibition percentage) or binary classification for toxic/non-toxic outcomes (e.g., AMES mutagenicity, cardiotoxicity, hepatotoxicity). Dataset: ld50_zhu.. Dataset: Acute oral toxicity (LD50) regression data from Zhu et al. (1) The drug is CC1OC(OC2C(O)CC(OC3C(O)CC(OC4CCC5(C)C(CCC6C5CCC5(C)C(C7=CC(=O)OC7)CCC65O)C4)OC3C)OC2C)CC(O)C1O. The rat oral LD50 is 4.51, given as -log10 of the dose in mol/kg body weight (higher means more acutely toxic). (2) The compound is NC1CCCCC1N. The rat oral LD50 is 1.40, given as -log10 of the dose in mol/kg body weight (higher means more acutely toxic).